Dataset: Catalyst prediction with 721,799 reactions and 888 catalyst types from USPTO. Task: Predict which catalyst facilitates the given reaction. (1) Reactant: Cl[C:2]1[N:6]([CH3:7])[N:5]=[C:4]([CH3:8])[C:3]=1[CH:9]=[O:10].[Cl:11][C:12]1[CH:13]=[C:14]([OH:19])[CH:15]=[CH:16][C:17]=1[Cl:18].[OH-].[K+].O. Product: [Cl:11][C:12]1[CH:13]=[C:14]([CH:15]=[CH:16][C:17]=1[Cl:18])[O:19][C:2]1[N:6]([CH3:7])[N:5]=[C:4]([CH3:8])[C:3]=1[CH:9]=[O:10]. The catalyst class is: 3. (2) Reactant: Cl[S:2]([C:5]1[CH:6]=[C:7]([CH:12]=[C:13]([C:15]([F:18])([F:17])[F:16])[CH:14]=1)[C:8]([O:10][CH3:11])=[O:9])(=[O:4])=[O:3].CCN(C(C)C)C(C)C.[NH:28]1[CH2:33][CH2:32][O:31][CH2:30][CH2:29]1.[NH4+].[Cl-]. The catalyst class is: 2. Product: [O:31]1[CH2:32][CH2:33][N:28]([S:2]([C:5]2[CH:6]=[C:7]([CH:12]=[C:13]([C:15]([F:18])([F:17])[F:16])[CH:14]=2)[C:8]([O:10][CH3:11])=[O:9])(=[O:4])=[O:3])[CH2:29][CH2:30]1. (3) Product: [C:12]([O:20][CH:21]([O:28][C:29]([NH:31][CH2:32][C:33]1([CH2:39][C:40]([OH:42])=[O:41])[CH2:34][CH2:35][CH2:36][CH2:37][CH2:38]1)=[O:30])[C:22]1[CH:27]=[CH:26][CH:25]=[CH:24][CH:23]=1)(=[O:19])[C:13]1[CH:14]=[CH:15][CH:16]=[CH:17][CH:18]=1. Reactant: C1CCN2C(=NCCC2)CC1.[C:12]([O:20][CH:21]([O:28][C:29]([NH:31][CH2:32][C:33]1([CH2:39][C:40]([O:42]CCC#N)=[O:41])[CH2:38][CH2:37][CH2:36][CH2:35][CH2:34]1)=[O:30])[C:22]1[CH:27]=[CH:26][CH:25]=[CH:24][CH:23]=1)(=[O:19])[C:13]1[CH:18]=[CH:17][CH:16]=[CH:15][CH:14]=1. The catalyst class is: 2. (4) Reactant: [Cl:1][C:2]1[C:3]([NH:20][CH:21]2[CH2:38][CH2:37][C:24]3([CH2:29][CH2:28][N:27](C(OC(C)(C)C)=O)[CH2:26][CH2:25]3)[CH2:23][CH2:22]2)=[N:4][C:5]([NH:8][C:9]2[CH:10]=[CH:11][C:12]3[C:16]([CH:17]=2)=[N:15][N:14]([CH3:18])[C:13]=3[CH3:19])=[N:6][CH:7]=1.Cl.CCOC(C)=O. Product: [Cl:1][C:2]1[C:3]([NH:20][CH:21]2[CH2:22][CH2:23][C:24]3([CH2:25][CH2:26][NH:27][CH2:28][CH2:29]3)[CH2:37][CH2:38]2)=[N:4][C:5]([NH:8][C:9]2[CH:10]=[CH:11][C:12]3[C:16]([CH:17]=2)=[N:15][N:14]([CH3:18])[C:13]=3[CH3:19])=[N:6][CH:7]=1. The catalyst class is: 2. (5) Reactant: [OH:1][C:2]1[C:3]2[O:15][N:14]=[C:13]([C:16]3[CH:21]=[CH:20][CH:19]=[CH:18][CH:17]=3)[C:4]=2[CH:5]=[N:6][C:7]=1[C:8]([O:10][CH2:11][CH3:12])=[O:9].C1C(=O)N([Br:29])C(=O)C1.C(OOC(=O)C1C=CC=CC=1)(=O)C1C=CC=CC=1. Product: [Br:29][C:5]1[C:4]2[C:13]([C:16]3[CH:21]=[CH:20][CH:19]=[CH:18][CH:17]=3)=[N:14][O:15][C:3]=2[C:2]([OH:1])=[C:7]([C:8]([O:10][CH2:11][CH3:12])=[O:9])[N:6]=1. The catalyst class is: 53. (6) Reactant: C(OC([N:8]1[CH2:13][CH2:12][N:11]([CH2:14][C:15]2[C:16](=[O:34])[N:17]([CH2:30][CH:31]3[CH2:33][CH2:32]3)[N:18]=[C:19]([C:21]3[CH:26]=[CH:25][C:24]([O:27][CH3:28])=[C:23]([F:29])[CH:22]=3)[CH:20]=2)[CH2:10][CH2:9]1)=O)(C)(C)C.C(=O)([O-])[O-].[K+].[K+]. Product: [CH:31]1([CH2:30][N:17]2[C:16](=[O:34])[C:15]([CH2:14][N:11]3[CH2:12][CH2:13][NH:8][CH2:9][CH2:10]3)=[CH:20][C:19]([C:21]3[CH:26]=[CH:25][C:24]([O:27][CH3:28])=[C:23]([F:29])[CH:22]=3)=[N:18]2)[CH2:33][CH2:32]1. The catalyst class is: 6. (7) Reactant: [NH2:1][C:2]1[CH:3]=[C:4]2[C:9](=[CH:10][CH:11]=1)[CH:8]=[C:7]([OH:12])[CH:6]=[CH:5]2.[C:13](Cl)(=[O:22])[C:14]1[CH:19]=[CH:18][C:17]([O:20][CH3:21])=[CH:16][CH:15]=1.C([O-])([O-])=O.[K+].[K+]. Product: [OH:12][C:7]1[CH:8]=[C:9]2[C:4](=[CH:5][CH:6]=1)[CH:3]=[C:2]([NH:1][C:13](=[O:22])[C:14]1[CH:19]=[CH:18][C:17]([O:20][CH3:21])=[CH:16][CH:15]=1)[CH:11]=[CH:10]2. The catalyst class is: 2. (8) Reactant: ClC1C=CC(C2C3C(C)=NN(C4CN(C(OC(C)(C)C)=O)C4)C=3C(=O)N2C2C=C(C)C3N(C(C)=NN=3)C=2)=CC=1.CCO.[Cl:43][C:44]1[CH:49]=[CH:48][C:47]([CH:50]2[C:57]3[C:56]([CH2:58][O:59][CH3:60])=[N:55][N:54]([CH:61]4[CH2:63][CH2:62]4)[C:53]=3[C:52](=[O:64])[N:51]2[C:65]2[CH:66]=[C:67]([CH3:75])[C:68]3[N:69]([C:71]([CH3:74])=[N:72][N:73]=3)[CH:70]=2)=[CH:46][CH:45]=1.C(Cl)Cl.CO. Product: [Cl:43][C:44]1[CH:45]=[CH:46][C:47]([C@@H:50]2[C:57]3[C:56]([CH2:58][O:59][CH3:60])=[N:55][N:54]([CH:61]4[CH2:62][CH2:63]4)[C:53]=3[C:52](=[O:64])[N:51]2[C:65]2[CH:66]=[C:67]([CH3:75])[C:68]3[N:69]([C:71]([CH3:74])=[N:72][N:73]=3)[CH:70]=2)=[CH:48][CH:49]=1. The catalyst class is: 5.